From a dataset of Catalyst prediction with 721,799 reactions and 888 catalyst types from USPTO. Predict which catalyst facilitates the given reaction. (1) Reactant: [ClH:1].[CH:2]1([NH:8][NH2:9])[CH2:7][CH2:6][CH2:5][CH2:4][CH2:3]1.[CH3:10][C:11]([CH3:18])([CH3:17])[C:12](=O)[CH2:13][C:14]#[N:15]. Product: [ClH:1].[C:11]([C:12]1[CH:13]=[C:14]([NH2:15])[N:8]([CH:2]2[CH2:7][CH2:6][CH2:5][CH2:4][CH2:3]2)[N:9]=1)([CH3:18])([CH3:17])[CH3:10]. The catalyst class is: 8. (2) Reactant: CN(C(ON1N=NC2C=CC=NC1=2)=[N+](C)C)C.F[P-](F)(F)(F)(F)F.[CH3:25][O:26][C@:27]1([C:36]2[CH:45]=[CH:44][C:43]3[C:38](=[CH:39][C:40]([CH:48]=[CH2:49])=[C:41]([O:46][CH3:47])[CH:42]=3)[CH:37]=2)[CH2:31][NH:30][C@H:29]([C:32]([O:34][CH3:35])=[O:33])[CH2:28]1.[CH3:50][C:51]([CH3:67])([CH3:66])[C@H:52]([NH:56][C:57](=[O:65])[CH2:58][CH2:59][CH2:60][CH2:61][CH2:62][CH:63]=[CH2:64])[C:53](O)=[O:54].CCN(C(C)C)C(C)C. Product: [CH3:50][C:51]([CH3:67])([CH3:66])[C@H:52]([NH:56][C:57](=[O:65])[CH2:58][CH2:59][CH2:60][CH2:61][CH2:62][CH:63]=[CH2:64])[C:53]([N:30]1[CH2:31][C@:27]([O:26][CH3:25])([C:36]2[CH:45]=[CH:44][C:43]3[C:38](=[CH:39][C:40]([CH:48]=[CH2:49])=[C:41]([O:46][CH3:47])[CH:42]=3)[CH:37]=2)[CH2:28][C@H:29]1[C:32]([O:34][CH3:35])=[O:33])=[O:54]. The catalyst class is: 2. (3) Reactant: [Cl:1][C:2]1[CH:3]=[C:4]([CH:8]=[CH:9][C:10]=1[F:11])[C:5](Cl)=[O:6].[NH2:12][C:13]1[CH:18]=[C:17]([OH:19])[C:16]([CH3:20])=[CH:15][CH:14]=1.C(N([CH2:26][CH3:27])CC)C.[C:28](=[O:31])(O)[O-].[Na+]. Product: [Cl:1][C:2]1[CH:3]=[C:4]([CH:8]=[CH:9][C:10]=1[F:11])[C:5]([NH:12][C:13]1[CH:14]=[CH:15][C:16]([CH3:20])=[C:17]([O:19][C:28](=[O:31])[C:27]2[CH:26]=[CH:9][C:10]([F:11])=[C:2]([Cl:1])[CH:3]=2)[CH:18]=1)=[O:6]. The catalyst class is: 30. (4) Reactant: Cl[C:2]1[N:11]=[CH:10][CH:9]=[CH:8][C:3]=1[C:4]([O:6][CH3:7])=[O:5].[Li+].[Cl-].O1[CH2:19][CH2:18]OCC1. Product: [C:10]([C:9]1[CH:8]=[C:3]([C:2]2[C:3]([C:4]([O:6][CH3:7])=[O:5])=[CH:8][CH:9]=[CH:10][N:11]=2)[CH:2]=[CH:18][CH:19]=1)#[N:11]. The catalyst class is: 73. (5) Reactant: [NH:1]1[CH2:5][CH2:4][C@@H:3]2[CH2:6][N:7]([C:9]3[CH:10]=[C:11]([CH2:16][C:17]#[N:18])[C:12]([Br:15])=[N:13][CH:14]=3)[CH2:8][C@H:2]12.[C:19]([OH:26])(=[O:25])/[CH:20]=[CH:21]/[C:22]([OH:24])=[O:23]. Product: [C:19]([OH:26])(=[O:25])/[CH:20]=[CH:21]/[C:22]([OH:24])=[O:23].[NH:1]1[CH2:5][CH2:4][C@@H:3]2[CH2:6][N:7]([C:9]3[CH:10]=[C:11]([CH2:16][C:17]#[N:18])[C:12]([Br:15])=[N:13][CH:14]=3)[CH2:8][C@H:2]12. The catalyst class is: 459. (6) Reactant: [CH3:1][C:2]1[CH:33]=[CH:32][CH:31]=[C:30]([CH3:34])[C:3]=1[O:4][C:5]1[CH:6]=[C:7]([CH:11]=[CH:12][C:13]=1[C:14]1[C:15]2[CH:24]=[C:23]([C:25](=[O:29])[NH:26][CH2:27][CH3:28])[NH:22][C:16]=2[C:17](=[O:21])[N:18]([CH3:20])[CH:19]=1)[C:8](O)=[O:9].C(N(C(C)C)CC)(C)C.F[P-](F)(F)(F)(F)F.N1(OC(N(C)C)=[N+](C)C)C2N=CC=CC=2N=N1.[CH3:68][NH:69][C:70](=[O:80])[CH2:71][NH:72][CH2:73][C:74]1[CH:79]=[CH:78][CH:77]=[CH:76][N:75]=1. Product: [CH3:34][C:30]1[CH:31]=[CH:32][CH:33]=[C:2]([CH3:1])[C:3]=1[O:4][C:5]1[CH:6]=[C:7]([C:8](=[O:9])[N:72]([CH2:71][C:70]([NH:69][CH3:68])=[O:80])[CH2:73][C:74]2[CH:79]=[CH:78][CH:77]=[CH:76][N:75]=2)[CH:11]=[CH:12][C:13]=1[C:14]1[C:15]2[CH:24]=[C:23]([C:25]([NH:26][CH2:27][CH3:28])=[O:29])[NH:22][C:16]=2[C:17](=[O:21])[N:18]([CH3:20])[CH:19]=1. The catalyst class is: 80. (7) Reactant: [C:9](O[C:9]([O:11][C:12]([CH3:15])([CH3:14])[CH3:13])=[O:10])([O:11][C:12]([CH3:15])([CH3:14])[CH3:13])=[O:10].[CH2:16]([O:18][C:19]([C:21]1[S:25][C:24]([NH2:26])=[N:23][C:22]=1[C:27]([F:30])([F:29])[F:28])=[O:20])[CH3:17]. Product: [CH2:16]([O:18][C:19]([C:21]1[S:25][C:24]([NH:26][C:9](=[O:10])[O:11][C:12]([CH3:13])([CH3:14])[CH3:15])=[N:23][C:22]=1[C:27]([F:29])([F:30])[F:28])=[O:20])[CH3:17]. The catalyst class is: 10. (8) Reactant: [C:1]1([C:7](=O)[CH2:8][C:9]2[CH:14]=[CH:13][CH:12]=[CH:11][CH:10]=2)[CH:6]=[CH:5][CH:4]=[CH:3][CH:2]=1.[OH:16][C:17]1[C:24]([N+:25]([O-:27])=[O:26])=[CH:23][C:20]([CH:21]=O)=[CH:19][C:18]=1[O:28][CH3:29].[NH2:30][C:31]([NH2:33])=[O:32].Cl. Product: [OH:16][C:17]1[C:24]([N+:25]([O-:27])=[O:26])=[CH:23][C:20]([CH:21]2[C:8]([C:9]3[CH:14]=[CH:13][CH:12]=[CH:11][CH:10]=3)=[C:7]([C:1]3[CH:6]=[CH:5][CH:4]=[CH:3][CH:2]=3)[NH:33][C:31](=[O:32])[NH:30]2)=[CH:19][C:18]=1[O:28][CH3:29]. The catalyst class is: 8.